From a dataset of Peptide-MHC class I binding affinity with 185,985 pairs from IEDB/IMGT. Regression. Given a peptide amino acid sequence and an MHC pseudo amino acid sequence, predict their binding affinity value. This is MHC class I binding data. (1) The peptide sequence is RYMSKTYNF. The MHC is HLA-A25:01 with pseudo-sequence HLA-A25:01. The binding affinity (normalized) is 0.0847. (2) The peptide sequence is VCFMYSDFHF. The MHC is HLA-A24:02 with pseudo-sequence HLA-A24:02. The binding affinity (normalized) is 0.758. (3) The peptide sequence is AEDLADHHV. The MHC is HLA-A23:01 with pseudo-sequence HLA-A23:01. The binding affinity (normalized) is 0.0847. (4) The peptide sequence is LAWQRTLKW. The MHC is HLA-B51:01 with pseudo-sequence HLA-B51:01. The binding affinity (normalized) is 0.0847. (5) The peptide sequence is VATTHSWI. The MHC is HLA-A02:03 with pseudo-sequence HLA-A02:03. The binding affinity (normalized) is 0. (6) The peptide sequence is KIGVICSSY. The MHC is HLA-A03:01 with pseudo-sequence HLA-A03:01. The binding affinity (normalized) is 0.278.